This data is from Full USPTO retrosynthesis dataset with 1.9M reactions from patents (1976-2016). The task is: Predict the reactants needed to synthesize the given product. (1) Given the product [Cl:21][CH2:19][C:16]1[N:15]=[N:14][C:13]([C:8]2[CH:7]=[C:6]([CH:11]=[CH:10][C:9]=2[F:12])[C:5]([NH:4][CH:1]2[CH2:3][CH2:2]2)=[O:20])=[CH:18][CH:17]=1, predict the reactants needed to synthesize it. The reactants are: [CH:1]1([NH:4][C:5](=[O:20])[C:6]2[CH:11]=[CH:10][C:9]([F:12])=[C:8]([C:13]3[N:14]=[N:15][C:16]([CH3:19])=[CH:17][CH:18]=3)[CH:7]=2)[CH2:3][CH2:2]1.[Cl:21]N1C(=O)N(Cl)C(=O)N(Cl)C1=O. (2) Given the product [CH3:14][C:15]1[CH:20]=[C:19]([CH3:21])[CH:18]=[CH:17][C:16]=1[N:22]1[CH2:23][CH2:24][N:25]([C:9]([C:8]2[CH:7]=[CH:6][C:5]([NH:4][C:1](=[O:3])[CH3:2])=[CH:13][CH:12]=2)=[O:11])[CH2:26][CH2:27]1, predict the reactants needed to synthesize it. The reactants are: [C:1]([NH:4][C:5]1[CH:13]=[CH:12][C:8]([C:9]([OH:11])=O)=[CH:7][CH:6]=1)(=[O:3])[CH3:2].[CH3:14][C:15]1[CH:20]=[C:19]([CH3:21])[CH:18]=[CH:17][C:16]=1[N:22]1[CH2:27][CH2:26][NH:25][CH2:24][CH2:23]1. (3) Given the product [N:20]([C:6]1[C:7]([CH:18]=[O:19])=[CH:8][N:9]([CH2:13][C:14]([F:17])([F:16])[F:15])[C:10](=[O:12])[CH:11]=1)=[N+:21]=[N-:22], predict the reactants needed to synthesize it. The reactants are: CC(C)=O.Cl[C:6]1[C:7]([CH:18]=[O:19])=[CH:8][N:9]([CH2:13][C:14]([F:17])([F:16])[F:15])[C:10](=[O:12])[CH:11]=1.[N-:20]=[N+:21]=[N-:22].[Na+]. (4) Given the product [F:1][C:2]1[CH:3]=[C:4]([CH:37]=[CH:38][CH:39]=1)[CH2:5][CH2:6][NH:7][C:8]1[N:13]=[C:12]([C:14]2[CH2:19][CH2:18][NH:17][CH2:16][CH:15]=2)[CH:11]=[CH:10][C:9]=1[C:27]([NH:28][CH2:29][C:30]1[CH:31]=[N:32][CH:33]=[CH:34][CH:35]=1)=[O:36], predict the reactants needed to synthesize it. The reactants are: [F:1][C:2]1[CH:3]=[C:4]([CH:37]=[CH:38][CH:39]=1)[CH2:5][CH2:6][NH:7][C:8]1[N:13]=[C:12]([C:14]2[CH2:19][CH2:18][N:17](C(OC(C)(C)C)=O)[CH2:16][CH:15]=2)[CH:11]=[CH:10][C:9]=1[C:27](=[O:36])[NH:28][CH2:29][C:30]1[CH:31]=[N:32][CH:33]=[CH:34][CH:35]=1.Cl.